Dataset: CYP1A2 inhibition data for predicting drug metabolism from PubChem BioAssay. Task: Regression/Classification. Given a drug SMILES string, predict its absorption, distribution, metabolism, or excretion properties. Task type varies by dataset: regression for continuous measurements (e.g., permeability, clearance, half-life) or binary classification for categorical outcomes (e.g., BBB penetration, CYP inhibition). Dataset: cyp1a2_veith. (1) The molecule is COc1cccc(OCc2nnc(SCC(=O)NCc3ccco3)n2C)c1. The result is 0 (non-inhibitor). (2) The molecule is CC[N+]1(C)[C@H]2CC[C@@H]1CC(OC(=O)[C@H]1CC[C@@](C(=O)OC3C[C@@H]4CC[C@H](C3)[N+]4(C)CC)(c3ccccc3)c3ccccc31)C2. The result is 0 (non-inhibitor). (3) The molecule is COCC(=O)N1CCC2(CC1)CN(C(=O)Nc1ccccc1)C2. The result is 1 (inhibitor). (4) The drug is COc1ccc2[nH]cc(CCNc3ncncc3-c3ccc(N(C)C)cc3)c2c1. The result is 1 (inhibitor).